Predict the reaction yield, written as a fraction of the theoretical maximum amount of product (1.0 means a 100% yield; for example, 0.34 means a 34% yield). From a dataset of Reaction yield outcomes from USPTO patents with 853,638 reactions. (1) The reactants are [NH2:1][C:2]1[CH:3]=[C:4]([C:8]2[C:12]([Br:13])=[CH:11][N:10]([CH3:14])[N:9]=2)[CH:5]=[CH:6][CH:7]=1.[N+:15]([C:18]1[CH:23]=[CH:22][C:21]([CH2:24][C:25](O)=[O:26])=[CH:20][CH:19]=1)([O-:17])=[O:16].O.ON1C2C=CC=CC=2N=N1.F[P-](F)(F)(F)(F)F.N1(OC(N(C)C)=[N+](C)C)C2C=CC=CC=2N=N1.C(N(CC)C(C)C)(C)C. The catalyst is C(Cl)(Cl)Cl.[Cl-].[Na+].O. The product is [Br:13][C:12]1[C:8]([C:4]2[CH:3]=[C:2]([NH:1][C:25](=[O:26])[CH2:24][C:21]3[CH:20]=[CH:19][C:18]([N+:15]([O-:17])=[O:16])=[CH:23][CH:22]=3)[CH:7]=[CH:6][CH:5]=2)=[N:9][N:10]([CH3:14])[CH:11]=1. The yield is 0.180. (2) The reactants are [CH:1]1([CH2:4][O:5][C:6]2[C:7]([OH:24])=[C:8]([C:14]3[CH:22]=[CH:21][CH:20]=[C:19]4[C:15]=3[CH2:16][CH2:17][C:18]4=[O:23])[CH:9]=[CH:10][C:11]=2[O:12][CH3:13])[CH2:3][CH2:2]1.C(=O)([O-])[O-].[K+].[K+].[CH2:31](Br)[CH:32]([CH3:34])[CH3:33]. The catalyst is C(#N)C. The product is [CH:1]1([CH2:4][O:5][C:6]2[C:7]([O:24][CH2:31][CH:32]([CH3:34])[CH3:33])=[C:8]([C:14]3[CH:22]=[CH:21][CH:20]=[C:19]4[C:15]=3[CH2:16][CH2:17][C:18]4=[O:23])[CH:9]=[CH:10][C:11]=2[O:12][CH3:13])[CH2:3][CH2:2]1. The yield is 0.210. (3) The reactants are [N:1]1([C@@H:7]2[CH2:12][CH2:11][C@H:10]([NH:13][CH:14]3[C:23]4[N:22]=[CH:21][CH:20]=[CH:19][C:18]=4[CH2:17][CH2:16][CH2:15]3)[CH2:9][CH2:8]2)[CH2:6][CH2:5][O:4][CH2:3][CH2:2]1.C(OC([N:31]1[C:35]2[CH:36]=[CH:37][CH:38]=[CH:39][C:34]=2[N:33]=[C:32]1[CH2:40]Cl)=O)(C)(C)C.C(N(CC)C(C)C)(C)C.[I-].[K+]. The catalyst is CC#N. The product is [NH:31]1[C:35]2[CH:36]=[CH:37][CH:38]=[CH:39][C:34]=2[N:33]=[C:32]1[CH2:40][N:13]([C@H:10]1[CH2:9][CH2:8][C@@H:7]([N:1]2[CH2:6][CH2:5][O:4][CH2:3][CH2:2]2)[CH2:12][CH2:11]1)[CH:14]1[C:23]2[N:22]=[CH:21][CH:20]=[CH:19][C:18]=2[CH2:17][CH2:16][CH2:15]1. The yield is 0.470. (4) The reactants are [CH2:1]=[N:2][N:3]1[CH2:8][CH2:7][N:6]([S:9]([C:12]2[CH:17]=[CH:16][CH:15]=[CH:14][C:13]=2[N+:18]([O-:20])=[O:19])(=[O:11])=[O:10])[CH2:5][CH2:4]1.C([BH3-])#N.[Na+].[OH-].[Na+]. The catalyst is CO.C(O)(=O)C.O1CCCC1. The product is [CH3:1][NH:2][N:3]1[CH2:8][CH2:7][N:6]([S:9]([C:12]2[CH:17]=[CH:16][CH:15]=[CH:14][C:13]=2[N+:18]([O-:20])=[O:19])(=[O:10])=[O:11])[CH2:5][CH2:4]1. The yield is 0.560. (5) The reactants are [C:1]12([CH2:11][NH:12][CH2:13][C@H:14]([C:16]3[CH:21]=[CH:20][CH:19]=[CH:18][CH:17]=3)[OH:15])[CH2:10][CH:5]3[CH2:6][CH:7]([CH2:9][CH:3]([CH2:4]3)[CH2:2]1)[CH2:8]2.CCN(CC)CC.Cl[C:30](Cl)([O:32]C(=O)OC(Cl)(Cl)Cl)Cl. The catalyst is C(Cl)Cl. The product is [C:1]12([CH2:11][N:12]3[CH2:13][C@H:14]([C:16]4[CH:17]=[CH:18][CH:19]=[CH:20][CH:21]=4)[O:15][C:30]3=[O:32])[CH2:8][CH:7]3[CH2:6][CH:5]([CH2:4][CH:3]([CH2:9]3)[CH2:2]1)[CH2:10]2. The yield is 0.260.